Dataset: Reaction yield outcomes from USPTO patents with 853,638 reactions. Task: Predict the reaction yield, written as a fraction of the theoretical maximum amount of product (1.0 means a 100% yield; for example, 0.34 means a 34% yield). (1) The reactants are Br[CH2:2][C:3]([C:5]1[CH:10]=[CH:9][CH:8]=[CH:7][C:6]=1[N+:11]([O-:13])=[O:12])=O.[NH2:14][C:15]([NH2:17])=[S:16]. The catalyst is CCO. The product is [N+:11]([C:6]1[CH:7]=[CH:8][CH:9]=[CH:10][C:5]=1[C:3]1[N:14]=[C:15]([NH2:17])[S:16][CH:2]=1)([O-:13])=[O:12]. The yield is 1.00. (2) The reactants are C[O:2][C:3]([C:5]1[CH:10]=[CH:9][C:8]([C:11]2[CH:16]=[CH:15][CH:14]=[CH:13][C:12]=2[Cl:17])=[CH:7][CH:6]=1)=[O:4].[OH-].[Na+].Cl. The catalyst is C1COCC1. The product is [Cl:17][C:12]1[CH:13]=[CH:14][CH:15]=[CH:16][C:11]=1[C:8]1[CH:9]=[CH:10][C:5]([C:3]([OH:4])=[O:2])=[CH:6][CH:7]=1. The yield is 0.670. (3) The reactants are OC(C(F)(F)F)=O.[CH3:8][N:9]([CH3:29])[C@H:10]([C:22]1[CH:27]=[CH:26][CH:25]=[CH:24][C:23]=1[F:28])[C:11]([O:13][C@H](C1C=CC=CC=1)C)=[O:12]. The catalyst is C(O)C.[OH-].[OH-].[Pd+2]. The product is [CH3:8][N:9]([CH3:29])[C@H:10]([C:22]1[CH:27]=[CH:26][CH:25]=[CH:24][C:23]=1[F:28])[C:11]([OH:13])=[O:12]. The yield is 0.980. (4) The reactants are [OH-:1].[Na+].[C:3]1([N:9]2[C:13]3([CH2:18][CH2:17][CH2:16][CH2:15][CH2:14]3)[CH2:12][NH:11][CH:10]2CC(OCC)=O)[CH:8]=[CH:7][CH:6]=[CH:5][CH:4]=1.O.Cl.[O:27]1[CH2:31][CH2:30]CC1. No catalyst specified. The product is [C:3]1([N:9]2[C:13]3([CH2:14][CH2:15][CH2:16][CH2:17][CH2:18]3)[CH2:12][N:11]([CH2:30][C:31]([OH:27])=[O:1])[CH2:10]2)[CH:4]=[CH:5][CH:6]=[CH:7][CH:8]=1. The yield is 0.410.